Dataset: Reaction yield outcomes from USPTO patents with 853,638 reactions. Task: Predict the reaction yield, written as a fraction of the theoretical maximum amount of product (1.0 means a 100% yield; for example, 0.34 means a 34% yield). (1) The yield is 0.990. No catalyst specified. The reactants are O=P12OP3(OP(OP(O3)(O1)=O)(=O)O2)=O.CS(O)(=O)=O.Cl.[NH2:21][C:22]1[CH:27]=[C:26]([Cl:28])[CH:25]=[CH:24][C:23]=1[SH:29].[Cl:30][C:31]1[CH:36]=[C:35]([N+:37]([O-:39])=[O:38])[CH:34]=[C:33]([Cl:40])[C:32]=1[CH2:41][C:42](O)=O. The product is [Cl:28][C:26]1[CH:25]=[CH:24][C:23]2[S:29][C:42]([CH2:41][C:32]3[C:33]([Cl:40])=[CH:34][C:35]([N+:37]([O-:39])=[O:38])=[CH:36][C:31]=3[Cl:30])=[N:21][C:22]=2[CH:27]=1. (2) The reactants are [CH3:1][C:2]1[N:7]=[C:6]2[CH2:8][O:9][C:10](=[O:11])[C:5]2=[CH:4][CH:3]=1.[Se](=O)=[O:13]. The catalyst is O1CCOCC1. The product is [O:11]=[C:10]1[C:5]2[C:6](=[N:7][C:2]([CH:1]=[O:13])=[CH:3][CH:4]=2)[CH2:8][O:9]1. The yield is 0.800. (3) The reactants are [O:1]1[C:5]2[CH:6]=[CH:7][C:8]([C:10]3([CH2:25][C:26](O)=[O:27])[C:18]4[C:13](=[CH:14][CH:15]=[CH:16][CH:17]=4)[N:12]([CH2:19][CH2:20][CH2:21][CH2:22][CH3:23])[C:11]3=[O:24])=[CH:9][C:4]=2[O:3][CH2:2]1.C(Cl)(=O)C(Cl)=O.[Sn](Cl)(Cl)(Cl)Cl. The catalyst is CN(C=O)C.C1(C)C=CC=CC=1.ClCCl. The product is [CH2:19]([N:12]1[C:13]2[C:18](=[CH:17][CH:16]=[CH:15][CH:14]=2)[C:10]2([C:8]3[C:7](=[CH:6][C:5]4[O:1][CH2:2][O:3][C:4]=4[CH:9]=3)[C:26](=[O:27])[CH2:25]2)[C:11]1=[O:24])[CH2:20][CH2:21][CH2:22][CH3:23]. The yield is 0.670. (4) The reactants are [Cl:1][C:2]1[C:7]([C:8]2[CH:13]=[CH:12][CH:11]=[C:10](C=O)[CH:9]=2)=[CH:6][C:5]([CH2:16][NH:17][C:18]([C:20]2[CH:25]=[C:24]([CH3:26])[CH:23]=[C:22]([C:27]([NH:29][CH2:30][C:31]3[C:32]([NH:44][CH:45]4[CH2:50][CH2:49][O:48][CH2:47][CH2:46]4)=[C:33]4[CH:41]=[N:40][N:39]([CH2:42][CH3:43])[C:34]4=[N:35][C:36]=3[CH2:37][CH3:38])=[O:28])[CH:21]=2)=[O:19])=[CH:4][CH:3]=1.[N:51]1([C:57](OC(C)(C)C)=O)[CH2:56][CH2:55][NH:54][CH2:53][CH2:52]1.C(O)(=O)C.C(O[BH-](OC(=O)C)OC(=O)C)(=O)C. The catalyst is CS(C)=O. The product is [Cl:1][C:2]1[C:7]([C:8]2[CH:13]=[CH:12][CH:11]=[C:10]([CH2:57][N:51]3[CH2:52][CH2:53][NH:54][CH2:55][CH2:56]3)[CH:9]=2)=[CH:6][C:5]([CH2:16][NH:17][C:18]([C:20]2[CH:25]=[C:24]([CH3:26])[CH:23]=[C:22]([C:27]([NH:29][CH2:30][C:31]3[C:32]([NH:44][CH:45]4[CH2:50][CH2:49][O:48][CH2:47][CH2:46]4)=[C:33]4[CH:41]=[N:40][N:39]([CH2:42][CH3:43])[C:34]4=[N:35][C:36]=3[CH2:37][CH3:38])=[O:28])[CH:21]=2)=[O:19])=[CH:4][CH:3]=1. The yield is 0.641. (5) The reactants are C(O)C.Cl[C:5]1[C:10]([N+:11]([O-:13])=[O:12])=[CH:9][CH:8]=[CH:7][N:6]=1.C(=O)([O-])[O-].[K+].[K+].[CH2:20]([SH:27])[C:21]1[CH:26]=[CH:25][CH:24]=[CH:23][CH:22]=1. The catalyst is O. The product is [CH2:20]([S:27][C:5]1[C:10]([N+:11]([O-:13])=[O:12])=[CH:9][CH:8]=[CH:7][N:6]=1)[C:21]1[CH:26]=[CH:25][CH:24]=[CH:23][CH:22]=1. The yield is 0.850. (6) The reactants are Cl.Cl.[CH3:3][C@H:4]1[C:12]2[C:11]([N:13]3[CH2:18][CH2:17][NH:16][CH2:15][CH2:14]3)=[N:10][CH:9]=[N:8][C:7]=2[C@H:6]([OH:19])[CH2:5]1.[C:20]([O:24][C:25]([NH:27][CH2:28][C@H:29]([C:33]1[CH:38]=[CH:37][C:36]([Cl:39])=[CH:35][CH:34]=1)[C:30](O)=[O:31])=[O:26])([CH3:23])([CH3:22])[CH3:21].C(N(C(C)C)CC)(C)C.CN(C(ON1N=NC2C=CC=CC1=2)=[N+](C)C)C.F[P-](F)(F)(F)(F)F. The catalyst is C(Cl)Cl. The product is [Cl:39][C:36]1[CH:37]=[CH:38][C:33]([C@H:29]([C:30]([N:16]2[CH2:15][CH2:14][N:13]([C:11]3[C:12]4[C@H:4]([CH3:3])[CH2:5][C@@H:6]([OH:19])[C:7]=4[N:8]=[CH:9][N:10]=3)[CH2:18][CH2:17]2)=[O:31])[CH2:28][NH:27][C:25](=[O:26])[O:24][C:20]([CH3:23])([CH3:21])[CH3:22])=[CH:34][CH:35]=1. The yield is 0.780. (7) The reactants are [CH3:1][O:2][CH2:3][CH2:4][OH:5].[H-].[Na+].[Cl:8][C:9]1[CH:34]=[CH:33][CH:32]=[CH:31][C:10]=1[C:11]([NH:13][C:14](=[O:30])[NH:15][C:16]1[S:17][C:18]2[CH:24]=[C:23]([S:25]([CH:28]=[CH2:29])(=[O:27])=[O:26])[CH:22]=[CH:21][C:19]=2[N:20]=1)=[O:12]. The catalyst is C1COCC1. The product is [Cl:8][C:9]1[CH:34]=[CH:33][CH:32]=[CH:31][C:10]=1[C:11]([NH:13][C:14](=[O:30])[NH:15][C:16]1[S:17][C:18]2[CH:24]=[C:23]([S:25]([CH2:28][CH2:29][O:5][CH2:4][CH2:3][O:2][CH3:1])(=[O:27])=[O:26])[CH:22]=[CH:21][C:19]=2[N:20]=1)=[O:12]. The yield is 0.390.